Dataset: NCI-60 drug combinations with 297,098 pairs across 59 cell lines. Task: Regression. Given two drug SMILES strings and cell line genomic features, predict the synergy score measuring deviation from expected non-interaction effect. (1) Drug 1: C1=NC2=C(N=C(N=C2N1C3C(C(C(O3)CO)O)F)Cl)N. Drug 2: C1C(C(OC1N2C=NC3=C2NC=NCC3O)CO)O. Cell line: IGROV1. Synergy scores: CSS=-0.294, Synergy_ZIP=-0.246, Synergy_Bliss=-1.14, Synergy_Loewe=-0.174, Synergy_HSA=-1.18. (2) Drug 1: C1=CC=C(C(=C1)C(C2=CC=C(C=C2)Cl)C(Cl)Cl)Cl. Drug 2: CC(C)NC(=O)C1=CC=C(C=C1)CNNC.Cl. Cell line: RXF 393. Synergy scores: CSS=-3.18, Synergy_ZIP=0.900, Synergy_Bliss=-1.14, Synergy_Loewe=-1.96, Synergy_HSA=-3.18. (3) Cell line: SF-295. Drug 2: CCC1(CC2CC(C3=C(CCN(C2)C1)C4=CC=CC=C4N3)(C5=C(C=C6C(=C5)C78CCN9C7C(C=CC9)(C(C(C8N6C)(C(=O)OC)O)OC(=O)C)CC)OC)C(=O)OC)O.OS(=O)(=O)O. Synergy scores: CSS=41.3, Synergy_ZIP=6.18, Synergy_Bliss=6.55, Synergy_Loewe=8.55, Synergy_HSA=8.34. Drug 1: CC1=C(C=C(C=C1)NC2=NC=CC(=N2)N(C)C3=CC4=NN(C(=C4C=C3)C)C)S(=O)(=O)N.Cl. (4) Drug 1: CC(C)(C1=NC(=CC=C1)N2C3=NC(=NC=C3C(=O)N2CC=C)NC4=CC=C(C=C4)N5CCN(CC5)C)O. Drug 2: C1CC(C1)(C2=CC=C(C=C2)C3=C(C=C4C(=N3)C=CN5C4=NNC5=O)C6=CC=CC=C6)N. Cell line: SK-OV-3. Synergy scores: CSS=59.9, Synergy_ZIP=9.35, Synergy_Bliss=8.93, Synergy_Loewe=10.1, Synergy_HSA=14.2. (5) Drug 1: C1=CC(=CC=C1CC(C(=O)O)N)N(CCCl)CCCl.Cl. Drug 2: CC1=C(C=C(C=C1)C(=O)NC2=CC(=CC(=C2)C(F)(F)F)N3C=C(N=C3)C)NC4=NC=CC(=N4)C5=CN=CC=C5. Cell line: LOX IMVI. Synergy scores: CSS=11.7, Synergy_ZIP=-3.37, Synergy_Bliss=2.16, Synergy_Loewe=4.43, Synergy_HSA=3.60. (6) Drug 1: C1C(C(OC1N2C=C(C(=O)NC2=O)F)CO)O. Drug 2: CC1=C(N=C(N=C1N)C(CC(=O)N)NCC(C(=O)N)N)C(=O)NC(C(C2=CN=CN2)OC3C(C(C(C(O3)CO)O)O)OC4C(C(C(C(O4)CO)O)OC(=O)N)O)C(=O)NC(C)C(C(C)C(=O)NC(C(C)O)C(=O)NCCC5=NC(=CS5)C6=NC(=CS6)C(=O)NCCC[S+](C)C)O. Cell line: K-562. Synergy scores: CSS=29.9, Synergy_ZIP=1.71, Synergy_Bliss=6.36, Synergy_Loewe=-8.14, Synergy_HSA=6.39.